Task: Regression/Classification. Given a drug SMILES string, predict its absorption, distribution, metabolism, or excretion properties. Task type varies by dataset: regression for continuous measurements (e.g., permeability, clearance, half-life) or binary classification for categorical outcomes (e.g., BBB penetration, CYP inhibition). Dataset: cyp1a2_veith.. Dataset: CYP1A2 inhibition data for predicting drug metabolism from PubChem BioAssay (1) The molecule is CC(C)=CCC/C(C)=C/CO/N=C1/C[C@@H](O)[C@@H](O)[C@@H]2[C@@H]3C(=O)N(C4CCCCC4)C(=O)[C@H]3CC[C@@H]12. The result is 0 (non-inhibitor). (2) The drug is Clc1ccc(N2CCN(Cc3c[nH]c4ncccc34)CC2)cc1. The result is 0 (non-inhibitor). (3) The drug is Cc1cc(Oc2ccc(-c3ccccc3)cc2)nc(N2CCOCC2)n1. The result is 1 (inhibitor). (4) The compound is Cc1ccc(-c2nnc(-c3ccc4ccccc4c3)o2)cc1. The result is 1 (inhibitor). (5) The result is 0 (non-inhibitor). The molecule is COC(=O)N1CCC2(CCN(Cc3ccccc3)CC2)CC1. (6) The molecule is CC(C)OC(=O)c1cc2ccccc2oc1=O. The result is 1 (inhibitor).